Dataset: Full USPTO retrosynthesis dataset with 1.9M reactions from patents (1976-2016). Task: Predict the reactants needed to synthesize the given product. (1) Given the product [NH2:26][C:2]1[CH:3]=[N:4][CH:5]=[C:6]([CH:12]=1)[C:7]([O:9][CH2:10][CH3:11])=[O:8], predict the reactants needed to synthesize it. The reactants are: Br[C:2]1[CH:3]=[N:4][CH:5]=[C:6]([CH:12]=1)[C:7]([O:9][CH2:10][CH3:11])=[O:8].C(=[NH:26])(C1C=CC=CC=1)C1C=CC=CC=1.CC(C)([O-])C.[Na+].C1(P(C2C=CC=CC=2)C2C=CC3C(=CC=CC=3)C=2C2C3C(=CC=CC=3)C=CC=2P(C2C=CC=CC=2)C2C=CC=CC=2)C=CC=CC=1.C(=O)([O-])O.[Na+]. (2) Given the product [OH:25][CH2:24][CH2:23][NH:22][C:2]1[C:11]2[C:6](=[CH:7][CH:8]=[C:9]3[S:14](=[O:16])(=[O:15])[CH2:13][CH2:12][C:10]3=2)[N:5]=[CH:4][C:3]=1[C:17]([O:19][CH2:20][CH3:21])=[O:18], predict the reactants needed to synthesize it. The reactants are: Cl[C:2]1[C:11]2[C:6](=[CH:7][CH:8]=[C:9]3[S:14](=[O:16])(=[O:15])[CH2:13][CH2:12][C:10]3=2)[N:5]=[CH:4][C:3]=1[C:17]([O:19][CH2:20][CH3:21])=[O:18].[NH2:22][CH2:23][CH2:24][OH:25]. (3) Given the product [S:4]1[CH:5]=[CH:6][CH:7]=[C:3]1[C:9]1[CH:10]=[CH:11][C:12]([N:15]([CH3:17])[CH3:16])=[N:13][CH:14]=1, predict the reactants needed to synthesize it. The reactants are: [Mg].Br[C:3]1[S:4][CH:5]=[CH:6][CH:7]=1.Br[C:9]1[CH:10]=[CH:11][C:12]([N:15]([CH3:17])[CH3:16])=[N:13][CH:14]=1.O.